The task is: Predict the product of the given reaction.. This data is from Forward reaction prediction with 1.9M reactions from USPTO patents (1976-2016). (1) Given the reactants [C:1]([O:5][C:6]([N:8]1[CH2:15][CH2:14][C:11]2([CH2:13][CH2:12]2)[CH:10]([OH:16])[CH2:9]1)=[O:7])([CH3:4])([CH3:3])[CH3:2].[Br-].[Na+].C(=O)(O)[O-].[Na+].Cl[O-].[Na+].S([O-])([O-])(=O)=S.[Na+].[Na+], predict the reaction product. The product is: [C:1]([O:5][C:6]([N:8]1[CH2:15][CH2:14][C:11]2([CH2:13][CH2:12]2)[C:10](=[O:16])[CH2:9]1)=[O:7])([CH3:4])([CH3:2])[CH3:3]. (2) Given the reactants [F:1][C:2]1[CH:7]=[CH:6][C:5]([CH2:8][C:9]2[CH:18]=[C:17]3[C:12]([C:13]([OH:36])=[C:14]([C:31](OCC)=[O:32])[C:15](=[O:30])[N:16]3[CH2:19][CH2:20][CH2:21][N:22]3[CH2:28][CH2:27][CH2:26][CH2:25][CH2:24][C:23]3=[O:29])=[N:11][CH:10]=2)=[CH:4][CH:3]=1.[NH2:37][CH2:38][C@@H:39]([OH:41])[CH3:40], predict the reaction product. The product is: [F:1][C:2]1[CH:7]=[CH:6][C:5]([CH2:8][C:9]2[CH:18]=[C:17]3[C:12]([C:13]([OH:36])=[C:14]([C:31]([NH:37][CH2:38][C@@H:39]([OH:41])[CH3:40])=[O:32])[C:15](=[O:30])[N:16]3[CH2:19][CH2:20][CH2:21][N:22]3[CH2:28][CH2:27][CH2:26][CH2:25][CH2:24][C:23]3=[O:29])=[N:11][CH:10]=2)=[CH:4][CH:3]=1. (3) Given the reactants [CH2:1]([O:3][C:4]1[CH:28]=[C:27]([F:29])[C:7]([CH2:8][N:9]2[C:17]3[C:12](=[CH:13][CH:14]=[CH:15][CH:16]=3)[C:11]([C:18]3[N:23]=[C:22]([NH2:24])[C:21]([NH2:25])=[C:20]([NH2:26])[N:19]=3)=[N:10]2)=[C:6]([F:30])[CH:5]=1)[CH3:2].C(N(CC)CC)C.[F:38][C:39]([F:45])([F:44])[S:40](Cl)(=[O:42])=[O:41].Cl, predict the reaction product. The product is: [NH2:26][C:20]1[C:21]([NH:25][S:40]([C:39]([F:45])([F:44])[F:38])(=[O:42])=[O:41])=[C:22]([NH2:24])[N:23]=[C:18]([C:11]2[C:12]3[C:17](=[CH:16][CH:15]=[CH:14][CH:13]=3)[N:9]([CH2:8][C:7]3[C:6]([F:30])=[CH:5][C:4]([O:3][CH2:1][CH3:2])=[CH:28][C:27]=3[F:29])[N:10]=2)[N:19]=1. (4) Given the reactants [C:1]([O:5][CH2:6][CH2:7]O)(=[O:4])[CH:2]=[CH2:3].[C:9]1([C:19]([OH:21])=[O:20])[C:18]2[C:13](=[CH:14][CH:15]=[CH:16][CH:17]=2)[CH:12]=[CH:11][CH:10]=1.C(Cl)CCl, predict the reaction product. The product is: [C:1]([O:5][CH:6]([O:20][C:19]([C:9]1[C:18]2[C:13](=[CH:14][CH:15]=[CH:16][CH:17]=2)[CH:12]=[CH:11][CH:10]=1)=[O:21])[CH3:7])(=[O:4])[CH:2]=[CH2:3]. (5) Given the reactants [Br:1][C:2]1[CH:7]=[CH:6][C:5]([C:8]([N:10]2[CH2:15][CH2:14][O:13][CH2:12][CH2:11]2)=[O:9])=[CH:4][C:3]=1[OH:16].C(=O)([O-])[O-].[K+].[K+].FC(F)(F)S(O[CH2:29][CH:30]([F:32])[F:31])(=O)=O, predict the reaction product. The product is: [Br:1][C:2]1[CH:7]=[CH:6][C:5]([C:8]([N:10]2[CH2:15][CH2:14][O:13][CH2:12][CH2:11]2)=[O:9])=[CH:4][C:3]=1[O:16][CH2:29][CH:30]([F:32])[F:31]. (6) Given the reactants [CH3:1][N:2]1[C:7]2=[CH:8][N:9]([CH2:17][C@@H:18]([S:20]C(C3C=CC=CC=3)(C3C=CC=CC=3)C3C=CC=CC=3)[CH3:19])[C:10]([C:11]3[CH:16]=[CH:15][CH:14]=[CH:13][CH:12]=3)=[C:6]2[C:5](=[O:40])[N:4]([CH3:41])[C:3]1=[O:42].C(O)(C(F)(F)F)=O.C([SiH](CC)CC)C, predict the reaction product. The product is: [SH:20][C@@H:18]([CH3:19])[CH2:17][N:9]1[C:10]([C:11]2[CH:16]=[CH:15][CH:14]=[CH:13][CH:12]=2)=[C:6]2[C:7]([N:2]([CH3:1])[C:3](=[O:42])[N:4]([CH3:41])[C:5]2=[O:40])=[CH:8]1.